Dataset: Full USPTO retrosynthesis dataset with 1.9M reactions from patents (1976-2016). Task: Predict the reactants needed to synthesize the given product. (1) Given the product [NH2:22][C:16]1[CH:17]=[C:18]([Br:21])[CH:19]=[CH:20][C:15]=1[S:14][CH2:13][C@@H:4]([NH:5][C:6]([O:8][C:9]([CH3:12])([CH3:11])[CH3:10])=[O:7])[C:3]([OH:23])=[O:2], predict the reactants needed to synthesize it. The reactants are: C[O:2][C:3](=[O:23])[C@H:4]([CH2:13][S:14][C:15]1[CH:20]=[CH:19][C:18]([Br:21])=[CH:17][C:16]=1[NH2:22])[NH:5][C:6]([O:8][C:9]([CH3:12])([CH3:11])[CH3:10])=[O:7].[OH-].[Na+]. (2) Given the product [C:6]([O:5][C:3](=[O:4])[C:2]([O:1][CH2:23][C:21]([C:19]1[CH:20]=[C:15]([Br:14])[CH:16]=[CH:17][C:18]=1[F:39])([NH:22][S:24]([C:27]1[CH:32]=[CH:31][CH:30]=[CH:29][C:28]=1[N+:33]([O-:35])=[O:34])(=[O:26])=[O:25])[CH:36]([F:38])[F:37])([CH3:11])[CH3:10])([CH3:9])([CH3:8])[CH3:7], predict the reactants needed to synthesize it. The reactants are: [OH:1][C:2]([CH3:11])([CH3:10])[C:3]([O:5][C:6]([CH3:9])([CH3:8])[CH3:7])=[O:4].[H-].[Na+].[Br:14][C:15]1[CH:16]=[CH:17][C:18]([F:39])=[C:19]([C:21]2([CH:36]([F:38])[F:37])[CH2:23][N:22]2[S:24]([C:27]2[CH:32]=[CH:31][CH:30]=[CH:29][C:28]=2[N+:33]([O-:35])=[O:34])(=[O:26])=[O:25])[CH:20]=1.